From a dataset of Catalyst prediction with 721,799 reactions and 888 catalyst types from USPTO. Predict which catalyst facilitates the given reaction. Reactant: C(O[C:6](=O)[N:7]([C@H:9]1[C@H:13]([C:14]2[CH:19]=[CH:18][C:17]([Cl:20])=[C:16]([Cl:21])[CH:15]=2)[CH2:12][N:11]([C:22]([N:24]2[CH2:29][CH2:28][N:27]([S:30]([CH3:33])(=[O:32])=[O:31])[CH2:26][CH2:25]2)=[O:23])[CH2:10]1)C)(C)(C)C.C(O)(C(F)(F)F)=O. Product: [Cl:21][C:16]1[CH:15]=[C:14]([C@H:13]2[C@H:9]([NH:7][CH3:6])[CH2:10][N:11]([C:22]([N:24]3[CH2:25][CH2:26][N:27]([S:30]([CH3:33])(=[O:31])=[O:32])[CH2:28][CH2:29]3)=[O:23])[CH2:12]2)[CH:19]=[CH:18][C:17]=1[Cl:20]. The catalyst class is: 2.